The task is: Regression/Classification. Given a drug SMILES string, predict its absorption, distribution, metabolism, or excretion properties. Task type varies by dataset: regression for continuous measurements (e.g., permeability, clearance, half-life) or binary classification for categorical outcomes (e.g., BBB penetration, CYP inhibition). For this dataset (b3db_regression), we predict Y.. This data is from Blood-brain barrier permeability regression values from the B3DB database. The drug is C1=C2C=NN(C2=CC(=C1Cl)Cl)CCN. The Y is 0.110 log(BB ratio).